From a dataset of Peptide-MHC class I binding affinity with 185,985 pairs from IEDB/IMGT. Regression. Given a peptide amino acid sequence and an MHC pseudo amino acid sequence, predict their binding affinity value. This is MHC class I binding data. The peptide sequence is ISNNHIISK. The MHC is HLA-B18:01 with pseudo-sequence HLA-B18:01. The binding affinity (normalized) is 0.0847.